Dataset: Catalyst prediction with 721,799 reactions and 888 catalyst types from USPTO. Task: Predict which catalyst facilitates the given reaction. (1) The catalyst class is: 40. Reactant: C(O[CH:4]=[C:5]([C:11](=[O:18])[NH:12][C:13]([O:15]CC)=O)[C:6]([O:8][CH2:9][CH3:10])=[O:7])C.[NH2:19][C:20]1[CH:21]=[C:22]2[C:26](=[CH:27][CH:28]=1)[N:25]([CH3:29])[C:24](=[O:30])[C:23]12[CH2:32][CH2:31]1.CC(C)([O-])C.[K+].Cl. Product: [CH3:29][N:25]1[C:26]2[C:22](=[CH:21][C:20]([N:19]3[CH:4]=[C:5]([C:6]([O:8][CH2:9][CH3:10])=[O:7])[C:11](=[O:18])[NH:12][C:13]3=[O:15])=[CH:28][CH:27]=2)[C:23]2([CH2:32][CH2:31]2)[C:24]1=[O:30]. (2) Reactant: [F:1][C:2]([F:17])([F:16])[C:3]([N:5]1[CH2:11][CH2:10][C:9]2[CH:12]=[CH:13][CH:14]=[CH:15][C:8]=2[CH2:7][CH2:6]1)=[O:4].[Cl-].[Al+3].[Cl-].[Cl-].[Br:22][CH2:23][CH2:24][CH2:25][C:26](Cl)=[O:27]. Product: [Br:22][CH2:23][CH2:24][CH2:25][C:26]([C:14]1[CH:13]=[CH:12][C:9]2[CH2:10][CH2:11][N:5]([C:3](=[O:4])[C:2]([F:1])([F:16])[F:17])[CH2:6][CH2:7][C:8]=2[CH:15]=1)=[O:27]. The catalyst class is: 4. (3) The catalyst class is: 418. Product: [CH3:1][O:2][C:3](=[O:12])[C:4]1[CH:9]=[CH:8][C:7]([B:13]2[O:17][C:16]([CH3:19])([CH3:18])[C:15]([CH3:21])([CH3:20])[O:14]2)=[C:6]([F:11])[CH:5]=1. Reactant: [CH3:1][O:2][C:3](=[O:12])[C:4]1[CH:9]=[CH:8][C:7](Br)=[C:6]([F:11])[CH:5]=1.[B:13]1([B:13]2[O:17][C:16]([CH3:19])([CH3:18])[C:15]([CH3:21])([CH3:20])[O:14]2)[O:17][C:16]([CH3:19])([CH3:18])[C:15]([CH3:21])([CH3:20])[O:14]1.C([O-])(=O)C.[K+]. (4) Reactant: [CH3:1][O:2][C:3]1[CH:8]=[CH:7][C:6]([C:9](=O)[C:10]([C:12]2[CH:17]=[CH:16][C:15]([O:18][CH3:19])=[CH:14][CH:13]=2)=O)=[CH:5][CH:4]=1.[NH2:21][C:22]1[CH:23]=[C:24]([CH:27]=[CH:28][C:29]=1[NH2:30])[C:25]#[N:26]. Product: [CH3:1][O:2][C:3]1[CH:8]=[CH:7][C:6]([C:9]2[C:10]([C:12]3[CH:17]=[CH:16][C:15]([O:18][CH3:19])=[CH:14][CH:13]=3)=[N:21][C:22]3[C:29](=[CH:28][CH:27]=[C:24]([C:25]#[N:26])[CH:23]=3)[N:30]=2)=[CH:5][CH:4]=1. The catalyst class is: 15. (5) Reactant: [C:1]([O:5][C:6]([C:8]1[CH:12]=[CH:11][S:10][C:9]=1[C:13]1[CH:18]=[CH:17][C:16]([C:19]2[CH:24]=[CH:23][C:22]([C:25]3([C:28]([O:30][CH2:31][CH3:32])=[O:29])[CH2:27][CH2:26]3)=[CH:21][CH:20]=2)=[CH:15][CH:14]=1)=[O:7])([CH3:4])([CH3:3])[CH3:2].O1CCCC1.C([N-]C(C)C)(C)C.[Li+].CCCCCC.C1C=CC(S(N(S(C2C=CC=CC=2)(=O)=O)[F:62])(=O)=O)=CC=1.[Cl-].[NH4+]. Product: [C:1]([O:5][C:6]([C:8]1[CH:12]=[C:11]([F:62])[S:10][C:9]=1[C:13]1[CH:18]=[CH:17][C:16]([C:19]2[CH:20]=[CH:21][C:22]([C:25]3([C:28]([O:30][CH2:31][CH3:32])=[O:29])[CH2:27][CH2:26]3)=[CH:23][CH:24]=2)=[CH:15][CH:14]=1)=[O:7])([CH3:4])([CH3:3])[CH3:2]. The catalyst class is: 7. (6) Reactant: [CH3:1][O:2][C:3]1[CH:11]=[CH:10][CH:9]=[CH:8][C:4]=1[C:5](O)=[O:6].CN(C(ON1N=NC2C=CC=NC1=2)=[N+](C)C)C.F[P-](F)(F)(F)(F)F.CCN(CC)CC.[NH:43]1[CH2:48][CH2:47][C:46]2([CH2:57][C:56](=[O:58])[C:55]3[C:50](=[CH:51][CH:52]=[CH:53][CH:54]=3)[O:49]2)[CH2:45][CH2:44]1. Product: [CH3:1][O:2][C:3]1[CH:11]=[CH:10][CH:9]=[CH:8][C:4]=1[C:5]([N:43]1[CH2:48][CH2:47][C:46]2([CH2:57][C:56](=[O:58])[C:55]3[C:50](=[CH:51][CH:52]=[CH:53][CH:54]=3)[O:49]2)[CH2:45][CH2:44]1)=[O:6]. The catalyst class is: 3.